Dataset: Forward reaction prediction with 1.9M reactions from USPTO patents (1976-2016). Task: Predict the product of the given reaction. (1) Given the reactants [CH2:1]([N:8]1[CH2:12][CH:11]([N:13](C(OC(C)(C)C)=O)[CH2:14][C:15]2[CH:20]=[CH:19][C:18]([F:21])=[CH:17][C:16]=2[F:22])[CH2:10][CH:9]1[C:30](O)=[O:31])[C:2]1[CH:7]=[CH:6][CH:5]=[CH:4][CH:3]=1.[CH3:33][CH:34]1[CH2:39][CH2:38][NH:37][CH2:36][CH2:35]1, predict the reaction product. The product is: [CH2:1]([N:8]1[CH2:12][C@@H:11]([NH:13][CH2:14][C:15]2[CH:20]=[CH:19][C:18]([F:21])=[CH:17][C:16]=2[F:22])[CH2:10][C@H:9]1[C:30]([N:37]1[CH2:38][CH2:39][CH:34]([CH3:33])[CH2:35][CH2:36]1)=[O:31])[C:2]1[CH:7]=[CH:6][CH:5]=[CH:4][CH:3]=1. (2) The product is: [NH2:24][C:13]1[CH:14]=[C:15]([C:18]2[CH:19]=[CH:20][N:21]=[CH:22][CH:23]=2)[CH:16]=[CH:17][C:12]=1[NH:11][S:8]([C:5]1[CH:6]=[CH:7][C:2]([Cl:1])=[CH:3][CH:4]=1)(=[O:9])=[O:10]. Given the reactants [Cl:1][C:2]1[CH:7]=[CH:6][C:5]([S:8]([NH:11][C:12]2[CH:17]=[CH:16][C:15]([C:18]3[CH:23]=[CH:22][N:21]=[CH:20][CH:19]=3)=[CH:14][C:13]=2[N+:24]([O-])=O)(=[O:10])=[O:9])=[CH:4][CH:3]=1, predict the reaction product. (3) The product is: [NH2:13][CH2:12][C:11]([NH:10][O:9][CH2:2][C:3]1[CH:8]=[CH:7][CH:6]=[CH:5][CH:4]=1)=[O:21]. Given the reactants Cl.[CH2:2]([O:9][NH:10][C:11](=[O:21])[CH2:12][NH:13]C(=O)OC(C)(C)C)[C:3]1[CH:8]=[CH:7][CH:6]=[CH:5][CH:4]=1, predict the reaction product. (4) Given the reactants [NH2:1][CH2:2][C:3]([CH3:24])([CH3:23])[CH:4]([C:6]1[CH:11]=[CH:10][CH:9]=[C:8](/[CH:12]=[CH:13]/[C:14]2[C:19]([CH3:21])([CH3:20])[CH2:18][CH2:17][CH2:16][C:15]=2[CH3:22])[CH:7]=1)[OH:5].[C:25](O[C:25]([O:27][C:28]([CH3:31])([CH3:30])[CH3:29])=[O:26])([O:27][C:28]([CH3:31])([CH3:30])[CH3:29])=[O:26], predict the reaction product. The product is: [OH:5][CH:4]([C:6]1[CH:11]=[CH:10][CH:9]=[C:8](/[CH:12]=[CH:13]/[C:14]2[C:19]([CH3:21])([CH3:20])[CH2:18][CH2:17][CH2:16][C:15]=2[CH3:22])[CH:7]=1)[C:3]([CH3:24])([CH3:23])[CH2:2][NH:1][C:25](=[O:26])[O:27][C:28]([CH3:31])([CH3:30])[CH3:29]. (5) Given the reactants [NH2:1][C:2]1[N:7]=[CH:6][N:5]=[C:4]2[N:8]([CH2:30][C:31](OC)=[O:32])[N:9]=[C:10]([C:11]3[CH:16]=[CH:15][C:14]([NH:17][S:18]([C:21]4[CH:26]=[CH:25][CH:24]=[C:23]([Cl:27])[C:22]=4[Cl:28])(=[O:20])=[O:19])=[C:13]([F:29])[CH:12]=3)[C:3]=12.[CH2:35]([N:37]([CH2:41][CH3:42])[CH2:38][CH2:39][NH2:40])[CH3:36], predict the reaction product. The product is: [CH2:35]([N:37]([CH2:41][CH3:42])[CH2:38][CH2:39][NH:40][C:31](=[O:32])[CH2:30][N:8]1[C:4]2=[N:5][CH:6]=[N:7][C:2]([NH2:1])=[C:3]2[C:10]([C:11]2[CH:16]=[CH:15][C:14]([NH:17][S:18]([C:21]3[CH:26]=[CH:25][CH:24]=[C:23]([Cl:27])[C:22]=3[Cl:28])(=[O:20])=[O:19])=[C:13]([F:29])[CH:12]=2)=[N:9]1)[CH3:36]. (6) Given the reactants [CH3:1][C:2]1[N:7]=[CH:6][C:5]([C:8]([NH:10][C:11]2[C:12]([C:22]([OH:24])=O)=[N:13][N:14]([CH:16]3[CH2:21][CH2:20][CH2:19][CH2:18][O:17]3)[CH:15]=2)=[O:9])=[CH:4][CH:3]=1.CC([CH2:28][CH2:29][NH2:30])C.CCN=C=N[CH2:36][CH2:37][CH2:38]N(C)C.C1C=CC2N([OH:51])N=NC=2C=1.C(=O)([O-])O.[Na+], predict the reaction product. The product is: [CH:37]([O:51][CH2:28][CH2:29][NH:30][C:22]([C:12]1[C:11]([NH:10][C:8](=[O:9])[C:5]2[CH:4]=[CH:3][C:2]([CH3:1])=[N:7][CH:6]=2)=[CH:15][N:14]([CH:16]2[CH2:21][CH2:20][CH2:19][CH2:18][O:17]2)[N:13]=1)=[O:24])([CH3:38])[CH3:36]. (7) Given the reactants [C:1]([NH:4][CH2:5][CH2:6][CH2:7][C@:8]([C@@H:25]1[CH2:30][CH2:29][CH2:28][N:27]([C:31]([C:33]2[CH:48]=[CH:47][C:36]([CH2:37][N:38](C)[C:39](=O)OC(C)(C)C)=[CH:35][CH:34]=2)=[O:32])[CH2:26]1)([C:10]1[CH:15]=[CH:14][CH:13]=[C:12]([Cl:16])[C:11]=1[C:17]1[CH:22]=[CH:21][CH:20]=[C:19]([CH2:23][CH3:24])[CH:18]=1)[OH:9])(=[O:3])[CH3:2].Cl, predict the reaction product. The product is: [Cl:16][C:12]1[C:11]([C:17]2[CH:22]=[CH:21][CH:20]=[C:19]([CH2:23][CH3:24])[CH:18]=2)=[C:10]([C@@:8]([OH:9])([C@@H:25]2[CH2:30][CH2:29][CH2:28][N:27]([C:31]([C:33]3[CH:48]=[CH:47][C:36]([CH2:37][NH:38][CH3:39])=[CH:35][CH:34]=3)=[O:32])[CH2:26]2)[CH2:7][CH2:6][CH2:5][NH:4][C:1](=[O:3])[CH3:2])[CH:15]=[CH:14][CH:13]=1.